Dataset: Full USPTO retrosynthesis dataset with 1.9M reactions from patents (1976-2016). Task: Predict the reactants needed to synthesize the given product. Given the product [NH:7]1[C:15]2[C:10](=[CH:11][C:12]([CH:16]([NH:18][C:29]([C@@H:26]3[O:25][C:24]4[CH:32]=[CH:33][C:21]([C:20]([F:35])([F:19])[F:34])=[CH:22][C:23]=4[O:28][CH2:27]3)=[O:30])[CH3:17])=[CH:13][CH:14]=2)[CH:9]=[N:8]1, predict the reactants needed to synthesize it. The reactants are: O1CCCCC1[N:7]1[C:15]2[C:10](=[CH:11][C:12]([CH:16]([NH2:18])[CH3:17])=[CH:13][CH:14]=2)[CH:9]=[N:8]1.[F:19][C:20]([F:35])([F:34])[C:21]1[CH:33]=[CH:32][C:24]2[O:25][C@@H:26]([C:29](O)=[O:30])[CH2:27][O:28][C:23]=2[CH:22]=1.C(N(CC)C(C)C)(C)C.F[P-](F)(F)(F)(F)F.C[N+](C)=C(N(C)C)ON1C2N=CC=CC=2N=N1.C([O-])(O)=O.[Na+].